This data is from Rat liver microsome stability data. The task is: Regression/Classification. Given a drug SMILES string, predict its absorption, distribution, metabolism, or excretion properties. Task type varies by dataset: regression for continuous measurements (e.g., permeability, clearance, half-life) or binary classification for categorical outcomes (e.g., BBB penetration, CYP inhibition). Dataset: rlm. (1) The drug is O=C(Nc1ncc(Cc2ccc(C(F)(F)F)cc2)s1)c1ccc(-c2ccc([N+](=O)[O-])cc2)o1. The result is 0 (unstable in rat liver microsomes). (2) The result is 0 (unstable in rat liver microsomes). The drug is CCN(CC)CCNC(=O)c1cc(C(CC)(CC)c2ccc(OCSC)c(C)c2)cn1CC. (3) The drug is COc1ccccc1CNc1ccc(S(=O)(=O)Nc2nccs2)cc1. The result is 1 (stable in rat liver microsomes). (4) The molecule is CCC(=O)Nc1nc(C)c(-c2cn(S(=O)(=O)c3cccc(F)c3)c3ccc(OC)cc23)[nH]1. The result is 0 (unstable in rat liver microsomes). (5) The result is 1 (stable in rat liver microsomes). The compound is N=c1c2c(ncn1-c1ccccc1)Oc1ccc3ccccc3c1C2c1ccc2c(c1)CCO2.